This data is from Forward reaction prediction with 1.9M reactions from USPTO patents (1976-2016). The task is: Predict the product of the given reaction. (1) Given the reactants [O:1]1[C:10]2[CH:9]=[C:8]([CH2:11][CH2:12][N:13]3[CH2:18][CH2:17][N:16](C(OC(C)(C)C)=O)[CH2:15][CH2:14]3)[N:7]=[CH:6][C:5]=2[O:4][CH2:3][CH2:2]1.Cl.CO, predict the reaction product. The product is: [N:13]1([CH2:12][CH2:11][C:8]2[N:7]=[CH:6][C:5]3[O:4][CH2:3][CH2:2][O:1][C:10]=3[CH:9]=2)[CH2:18][CH2:17][NH:16][CH2:15][CH2:14]1. (2) Given the reactants [CH2:1]([O:3][C@H:4]1[CH2:9][CH2:8][C@H:7]([C:10](OC)=[O:11])[CH2:6][CH2:5]1)[CH3:2].[H-].[H-].[H-].[H-].[Li+].[Al+3].C(OCC)(=O)C, predict the reaction product. The product is: [CH2:1]([O:3][C@H:4]1[CH2:9][CH2:8][C@H:7]([CH2:10][OH:11])[CH2:6][CH2:5]1)[CH3:2]. (3) Given the reactants [F:1][C:2]([F:7])([F:6])[C:3]([OH:5])=[O:4].C([O:12][C:13](=[O:41])[CH2:14][CH2:15][NH:16][C:17]([C:19]1[S:40][C:22]2=[CH:23][N:24]=[CH:25][C:26]([NH:27][C:28]3[CH:33]=[CH:32][C:31]([C:34]4[CH:39]=[CH:38][CH:37]=[CH:36][CH:35]=4)=[CH:30][CH:29]=3)=[C:21]2[CH:20]=1)=[O:18])(C)(C)C, predict the reaction product. The product is: [F:1][C:2]([F:7])([F:6])[C:3]([OH:5])=[O:4].[C:31]1([C:34]2[CH:35]=[CH:36][CH:37]=[CH:38][CH:39]=2)[CH:30]=[CH:29][C:28]([NH:27][C:26]2[CH:25]=[N:24][CH:23]=[C:22]3[S:40][C:19]([C:17]([NH:16][CH2:15][CH2:14][C:13]([OH:41])=[O:12])=[O:18])=[CH:20][C:21]=23)=[CH:33][CH:32]=1. (4) Given the reactants [OH:1][C:2]1[C:9]([O:10][CH2:11][CH2:12][CH3:13])=[CH:8][C:5]([CH:6]=O)=[CH:4][C:3]=1[N+:14]([O-:16])=[O:15].[C:17]1([C:23](=O)[CH2:24][C:25]2[CH:30]=[CH:29][CH:28]=[CH:27][CH:26]=2)[CH:22]=[CH:21][CH:20]=[CH:19][CH:18]=1.[NH2:32][C:33]([NH2:35])=[O:34].Cl, predict the reaction product. The product is: [OH:1][C:2]1[C:9]([O:10][CH2:11][CH2:12][CH3:13])=[CH:8][C:5]([CH:6]2[C:24]([C:25]3[CH:30]=[CH:29][CH:28]=[CH:27][CH:26]=3)=[C:23]([C:17]3[CH:22]=[CH:21][CH:20]=[CH:19][CH:18]=3)[NH:35][C:33](=[O:34])[NH:32]2)=[CH:4][C:3]=1[N+:14]([O-:16])=[O:15]. (5) Given the reactants [CH3:1][O:2][C:3]1[N:8]=[C:7]([N:9]2[CH:13]=[C:12]([C:14]([NH:16][C:17]3[CH:22]=[CH:21][C:20]([C@@H:23]4[O:28][CH2:27][CH2:26][N:25](C(OC(C)(C)C)=O)[CH2:24]4)=[CH:19][CH:18]=3)=[O:15])[CH:11]=[N:10]2)[CH:6]=[CH:5][CH:4]=1.[ClH:36], predict the reaction product. The product is: [ClH:36].[CH3:1][O:2][C:3]1[N:8]=[C:7]([N:9]2[CH:13]=[C:12]([C:14]([NH:16][C:17]3[CH:18]=[CH:19][C:20]([C@@H:23]4[O:28][CH2:27][CH2:26][NH:25][CH2:24]4)=[CH:21][CH:22]=3)=[O:15])[CH:11]=[N:10]2)[CH:6]=[CH:5][CH:4]=1. (6) Given the reactants [OH:1][C@@H:2]([C@H:6]1[CH2:10][N:9]([C@@H:11]([C:13]2[CH:18]=[CH:17][C:16]([O:19][CH3:20])=[CH:15][CH:14]=2)[CH3:12])[C:8](=[O:21])[CH2:7]1)[CH2:3][CH:4]=[CH2:5].[H-].[Na+].[CH3:24][O:25][C:26]1[CH:33]=[CH:32][C:29]([CH2:30]Cl)=[CH:28][CH:27]=1, predict the reaction product. The product is: [CH3:24][O:25][C:26]1[CH:33]=[CH:32][C:29]([CH2:30][O:1][C@@H:2]([C@H:6]2[CH2:10][N:9]([C@@H:11]([C:13]3[CH:14]=[CH:15][C:16]([O:19][CH3:20])=[CH:17][CH:18]=3)[CH3:12])[C:8](=[O:21])[CH2:7]2)[CH2:3][CH:4]=[CH2:5])=[CH:28][CH:27]=1. (7) Given the reactants [CH:1]1([CH2:4][C:5](=O)/[C:6](/[C:11]2[CH:16]=[CH:15][N:14]=[C:13]([NH:17][C:18]3[CH:23]=[CH:22][N:21]=[CH:20][CH:19]=3)[N:12]=2)=[CH:7]\N(C)C)[CH2:3][CH2:2]1.Cl.[NH2:26][C:27]([NH2:29])=[NH:28].C(=O)([O-])[O-].[K+].[K+], predict the reaction product. The product is: [CH:1]1([CH2:4][C:5]2[C:6]([C:11]3[CH:16]=[CH:15][N:14]=[C:13]([NH:17][C:18]4[CH:23]=[CH:22][N:21]=[CH:20][CH:19]=4)[N:12]=3)=[CH:7][N:26]=[C:27]([NH2:29])[N:28]=2)[CH2:3][CH2:2]1.